Dataset: Catalyst prediction with 721,799 reactions and 888 catalyst types from USPTO. Task: Predict which catalyst facilitates the given reaction. Reactant: [F:1][C:2]([F:45])([F:44])[C:3]1[CH:4]=[C:5]([C:13]([CH3:43])([CH3:42])[C:14]([N:16]([CH3:41])[C:17]2[C:18]([C:33]3[CH:38]=[CH:37][C:36]([F:39])=[CH:35][C:34]=3[CH3:40])=[CH:19][C:20]([N:23]3[CH2:28][CH2:27][CH:26](OC(=S)C)[CH2:25][CH2:24]3)=[N:21][CH:22]=2)=[O:15])[CH:6]=[C:7]([C:9]([F:12])([F:11])[F:10])[CH:8]=1.OO.[S:48]([O-:51])([OH:50])=[O:49].[Na+]. Product: [F:11][C:9]([F:10])([F:12])[C:7]1[CH:6]=[C:5]([C:13]([CH3:42])([CH3:43])[C:14]([N:16]([CH3:41])[C:17]2[C:18]([C:33]3[CH:38]=[CH:37][C:36]([F:39])=[CH:35][C:34]=3[CH3:40])=[CH:19][C:20]([N:23]3[CH2:24][CH2:25][CH:26]([S:48]([OH:51])(=[O:50])=[O:49])[CH2:27][CH2:28]3)=[N:21][CH:22]=2)=[O:15])[CH:4]=[C:3]([C:2]([F:45])([F:1])[F:44])[CH:8]=1. The catalyst class is: 15.